From a dataset of CYP1A2 inhibition data for predicting drug metabolism from PubChem BioAssay. Regression/Classification. Given a drug SMILES string, predict its absorption, distribution, metabolism, or excretion properties. Task type varies by dataset: regression for continuous measurements (e.g., permeability, clearance, half-life) or binary classification for categorical outcomes (e.g., BBB penetration, CYP inhibition). Dataset: cyp1a2_veith. (1) The drug is COCCn1c(=O)c(C)nc2cnc(Oc3ccc(OC)cc3)nc21. The result is 1 (inhibitor). (2) The result is 0 (non-inhibitor). The molecule is Nc1cccc2cc(S(=O)(=O)Nc3ccc(C(=O)O)cc3)ccc12.